Dataset: Forward reaction prediction with 1.9M reactions from USPTO patents (1976-2016). Task: Predict the product of the given reaction. (1) Given the reactants [CH3:1][O:2][C:3](=[O:45])[NH:4][CH:5]([C:10]([NH:12][N:13]([CH2:37][C:38]1[CH:43]=[CH:42][C:41](Br)=[CH:40][CH:39]=1)[CH2:14][CH2:15][C:16]([C:25](=[O:36])[NH:26][CH:27]([C:32](=[O:35])[NH:33][CH3:34])[C:28]([CH3:31])([CH3:30])[CH3:29])([OH:24])[CH2:17][C:18]1[CH:23]=[CH:22][CH:21]=[CH:20][CH:19]=1)=[O:11])[C:6]([CH3:9])([CH3:8])[CH3:7].[N:46]1[CH:51]=[CH:50][CH:49]=[C:48](B(O)O)[CH:47]=1.[B-](F)(F)(F)F.CC([PH+](C(C)(C)C)C(C)(C)C)(C)C.C([O-])([O-])=O.[K+].[K+], predict the reaction product. The product is: [CH3:1][O:2][C:3](=[O:45])[NH:4][CH:5]([C:10]([NH:12][N:13]([CH2:14][CH2:15][C:16]([C:25](=[O:36])[NH:26][CH:27]([C:32](=[O:35])[NH:33][CH3:34])[C:28]([CH3:31])([CH3:30])[CH3:29])([OH:24])[CH2:17][C:18]1[CH:23]=[CH:22][CH:21]=[CH:20][CH:19]=1)[CH2:37][C:38]1[CH:43]=[CH:42][C:41]([C:48]2[CH:47]=[N:46][CH:51]=[CH:50][CH:49]=2)=[CH:40][CH:39]=1)=[O:11])[C:6]([CH3:9])([CH3:8])[CH3:7]. (2) The product is: [NH2:1][C:2]1([C:7]([O:9][CH:2]2[CH2:6][CH2:5][CH2:4][CH2:3]2)=[O:8])[CH2:6][CH2:5][CH2:4][CH2:3]1. Given the reactants [NH2:1][C:2]1([C:7]([OH:9])=[O:8])[CH2:6][CH2:5][CH2:4][CH2:3]1.S(=O)(=O)(O)O, predict the reaction product. (3) Given the reactants [CH3:1][C:2](=O)[CH2:3][C:4](=[O:6])[CH3:5].Br[CH2:9][CH2:10][CH2:11][CH2:12][CH2:13][CH2:14][CH2:15][CH2:16][CH2:17][CH2:18][CH2:19][CH2:20][CH2:21][CH2:22][CH2:23][CH2:24]CC.C1OCCOCCOCCOCCOCCOC1.C(=O)([O-])[O-].[K+].[K+], predict the reaction product. The product is: [CH3:5][C:4](=[O:6])[CH2:3][CH2:2][CH2:1][CH2:24][CH2:23][CH2:22][CH2:21][CH2:20][CH2:19][CH2:18][CH2:17][CH2:16][CH2:15][CH2:14][CH2:13][CH2:12][CH2:11][CH2:10][CH3:9]. (4) Given the reactants [CH3:1][O:2][C:3]1[CH:4]=[C:5]([C:11]2[N:16]=[N:15][C:14]([NH2:17])=[CH:13][CH:12]=2)[CH:6]=[CH:7][C:8]=1[O:9][CH3:10].Cl[CH:19]([C:23]1[CH:28]=[CH:27][C:26]([O:29][CH3:30])=[C:25]([F:31])[CH:24]=1)[C:20](=O)[CH3:21].CCN(CC)CC, predict the reaction product. The product is: [CH3:1][O:2][C:3]1[CH:4]=[C:5]([C:11]2[CH:12]=[CH:13][C:14]3[N:15]([C:19]([C:23]4[CH:28]=[CH:27][C:26]([O:29][CH3:30])=[C:25]([F:31])[CH:24]=4)=[C:20]([CH3:21])[N:17]=3)[N:16]=2)[CH:6]=[CH:7][C:8]=1[O:9][CH3:10].